This data is from Full USPTO retrosynthesis dataset with 1.9M reactions from patents (1976-2016). The task is: Predict the reactants needed to synthesize the given product. (1) Given the product [Cl:1][C:2]1[CH:7]=[CH:6][CH:5]=[CH:4][C:3]=1[C:8]1[C:9]([CH:21]=[O:22])=[CH:10][N:11]([C:13]2[C:18]([CH3:19])=[CH:17][N:16]=[C:15]([F:20])[CH:14]=2)[CH:12]=1, predict the reactants needed to synthesize it. The reactants are: [Cl:1][C:2]1[CH:7]=[CH:6][CH:5]=[CH:4][C:3]=1[C:8]1[C:9]([CH2:21][OH:22])=[CH:10][N:11]([C:13]2[C:18]([CH3:19])=[CH:17][N:16]=[C:15]([F:20])[CH:14]=2)[CH:12]=1.C1C=C[NH+]=CC=1.[O-][Cr](Cl)(=O)=O. (2) Given the product [F:16][CH:14]([F:15])[O:13][C:12]1[C:4]([CH:1]=[CH:2][CH3:3])=[C:5]2[C:9](=[C:10]([CH3:17])[CH:11]=1)[N:8]([C:18]([O:20][C:21]([CH3:23])([CH3:24])[CH3:22])=[O:19])[CH:7]=[CH:6]2, predict the reactants needed to synthesize it. The reactants are: [CH2:1]([C:4]1[C:12]([O:13][CH:14]([F:16])[F:15])=[CH:11][C:10]([CH3:17])=[C:9]2[C:5]=1[CH:6]=[CH:7][N:8]2[C:18]([O:20][C:21]([CH3:24])([CH3:23])[CH3:22])=[O:19])[CH:2]=[CH2:3].